From a dataset of Forward reaction prediction with 1.9M reactions from USPTO patents (1976-2016). Predict the product of the given reaction. (1) Given the reactants Br[C:2]1[C:3]([CH3:15])=[C:4]([CH3:14])[C:5]2[O:9][C:8]([CH3:11])([CH3:10])[C:7](=[O:12])[C:6]=2[CH:13]=1.[CH3:16][O:17][C:18]1[CH:23]=[CH:22][C:21]([CH:24]2[O:29][CH2:28][CH2:27][NH:26][CH2:25]2)=[CH:20][CH:19]=1, predict the reaction product. The product is: [CH3:16][O:17][C:18]1[CH:19]=[CH:20][C:21]([CH:24]2[O:29][CH2:28][CH2:27][N:26]([C:2]3[C:3]([CH3:15])=[C:4]([CH3:14])[C:5]4[O:9][C:8]([CH3:11])([CH3:10])[C:7](=[O:12])[C:6]=4[CH:13]=3)[CH2:25]2)=[CH:22][CH:23]=1. (2) Given the reactants [N+:1]([C:4]1[CH:8]=[C:7]([C:9]([OH:11])=[O:10])[NH:6][N:5]=1)([O-:3])=[O:2].S(Cl)(Cl)=O.[CH3:16]O, predict the reaction product. The product is: [N+:1]([C:4]1[CH:8]=[C:7]([C:9]([O:11][CH3:16])=[O:10])[NH:6][N:5]=1)([O-:3])=[O:2]. (3) Given the reactants [C:1]1([C:7]2[CH:8]=[C:9](Br)[CH:10]=[C:11]([C:13]3[CH:18]=[CH:17][CH:16]=[CH:15][CH:14]=3)[CH:12]=2)[CH:6]=[CH:5][CH:4]=[CH:3][CH:2]=1.C([Li])CCC.[B:25]([O:34]C(C)C)([O:30]C(C)C)[O:26]C(C)C.Cl, predict the reaction product. The product is: [C:1]1([C:7]2[CH:8]=[C:9]([O:26][B:25]([OH:34])[OH:30])[CH:10]=[C:11]([C:13]3[CH:18]=[CH:17][CH:16]=[CH:15][CH:14]=3)[CH:12]=2)[CH:6]=[CH:5][CH:4]=[CH:3][CH:2]=1. (4) Given the reactants [NH2:1][C@@H:2]([C:10]([OH:12])=[O:11])[CH2:3][C:4]1[CH:9]=[CH:8][CH:7]=[CH:6][CH:5]=1, predict the reaction product. The product is: [C:4]([O:11][C:10](=[O:12])[C@@H:2]([CH2:3][C:4]1[CH:9]=[CH:8][CH:7]=[CH:6][CH:5]=1)[NH2:1])([CH3:9])([CH3:5])[CH3:3]. (5) Given the reactants [Cl:1][C:2]1[CH:7]=[CH:6][CH:5]=[CH:4][C:3]=1[CH:8](O)[C:9]1[S:13][C:12]([NH:14][C:15]([C:17]2([C:20]3[CH:28]=[CH:27][C:23]4[O:24][CH2:25][O:26][C:22]=4[CH:21]=3)[CH2:19][CH2:18]2)=[O:16])=[N:11][CH:10]=1.C(N(CC)CC)C.CS(Cl)(=O)=O.[NH:42]1[CH2:46][CH2:45][C@@H:44]([OH:47])[CH2:43]1, predict the reaction product. The product is: [O:24]1[C:23]2[CH:27]=[CH:28][C:20]([C:17]3([C:15]([NH:14][C:12]4[S:13][C:9]([CH:8]([C:3]5[CH:4]=[CH:5][CH:6]=[CH:7][C:2]=5[Cl:1])[N:42]5[CH2:46][CH2:45][C@@H:44]([OH:47])[CH2:43]5)=[CH:10][N:11]=4)=[O:16])[CH2:18][CH2:19]3)=[CH:21][C:22]=2[O:26][CH2:25]1. (6) The product is: [NH2:13][C:14]1[N:18]([C:19]2[CH:20]=[CH:21][C:22]([C:23]([NH2:3])=[O:24])=[CH:26][CH:27]=2)[N:17]=[C:16]([NH:28][C:29]2[CH:34]=[C:33]([O:35][CH3:36])[C:32]([O:37][CH3:38])=[C:31]([O:39][CH3:40])[CH:30]=2)[N:15]=1. Given the reactants C(N1C=CN=C1)([N:3]1C=CN=C1)=O.[NH2:13][C:14]1[N:18]([C:19]2[CH:27]=[CH:26][C:22]([C:23](O)=[O:24])=[CH:21][CH:20]=2)[N:17]=[C:16]([NH:28][C:29]2[CH:34]=[C:33]([O:35][CH3:36])[C:32]([O:37][CH3:38])=[C:31]([O:39][CH3:40])[CH:30]=2)[N:15]=1.N, predict the reaction product. (7) Given the reactants [F:1][C:2]([F:15])([F:14])[O:3][C:4]1[CH:13]=[CH:12][C:7]2[N:8]=[C:9]([NH2:11])[S:10][C:6]=2[CH:5]=1.C(N=C=NCCCN(C)C)C.ON1C2C=CC=CC=2N=N1.[C:37]([N:40]1[CH:44]([C:45]2[CH:46]=[CH:47][C:48]([O:56][CH3:57])=[C:49]([CH:55]=2)[O:50][CH2:51][C:52](O)=[O:53])[CH2:43][C:42]([C:58]2[CH:63]=[C:62]([O:64][CH3:65])[C:61]([O:66][CH3:67])=[C:60]([O:68][CH3:69])[CH:59]=2)=[N:41]1)(=[O:39])[CH3:38], predict the reaction product. The product is: [F:15][C:2]([F:1])([F:14])[O:3][C:4]1[CH:13]=[CH:12][C:7]2[N:8]=[C:9]([NH:11][C:52](=[O:53])[CH2:51][O:50][C:49]3[CH:55]=[C:45]([CH:44]4[N:40]([C:37](=[O:39])[CH3:38])[N:41]=[C:42]([C:58]5[CH:63]=[C:62]([O:64][CH3:65])[C:61]([O:66][CH3:67])=[C:60]([O:68][CH3:69])[CH:59]=5)[CH2:43]4)[CH:46]=[CH:47][C:48]=3[O:56][CH3:57])[S:10][C:6]=2[CH:5]=1.